This data is from Full USPTO retrosynthesis dataset with 1.9M reactions from patents (1976-2016). The task is: Predict the reactants needed to synthesize the given product. Given the product [CH3:15][O:16][CH:17]([O:21][CH3:22])[CH:18]([NH:20][C:2]1[NH:11][C:10](=[O:12])[C:9]2[C:4](=[CH:5][C:6]([O:13][CH3:14])=[CH:7][CH:8]=2)[N:3]=1)[CH3:19], predict the reactants needed to synthesize it. The reactants are: Cl[C:2]1[NH:11][C:10](=[O:12])[C:9]2[C:4](=[CH:5][C:6]([O:13][CH3:14])=[CH:7][CH:8]=2)[N:3]=1.[CH3:15][O:16][CH:17]([O:21][CH3:22])[CH:18]([NH2:20])[CH3:19].